Dataset: Full USPTO retrosynthesis dataset with 1.9M reactions from patents (1976-2016). Task: Predict the reactants needed to synthesize the given product. (1) Given the product [C:19]([O:22][C:23]1[CH:24]=[C:25]([S:29][CH2:41][C:42](=[O:50])[CH2:43][CH2:44][C:45]([O:47][CH2:48][CH3:49])=[O:46])[CH:26]=[CH:27][CH:28]=1)(=[O:21])[CH3:20], predict the reactants needed to synthesize it. The reactants are: [F-].C([N+](CCCC)(CCCC)CCCC)CCC.[C:19]([O:22][C:23]1[CH:28]=[CH:27][CH:26]=[C:25]([S:29][Si](C(C)C)(C(C)C)C(C)C)[CH:24]=1)(=[O:21])[CH3:20].Br[CH2:41][C:42](=[O:50])[CH2:43][CH2:44][C:45]([O:47][CH2:48][CH3:49])=[O:46]. (2) Given the product [C:27]1([CH:26]([C:33]2[CH:34]=[CH:35][CH:36]=[CH:37][CH:38]=2)[CH2:25][N:15]([CH2:16][C:17]2[CH:22]=[CH:21][CH:20]=[C:19]([O:23][CH3:24])[CH:18]=2)[CH2:14][CH2:13][CH2:12][O:11][C:7]2[CH:6]=[C:5]([CH2:4][C:3]([OH:39])=[O:2])[CH:10]=[CH:9][CH:8]=2)[CH:28]=[CH:29][CH:30]=[CH:31][CH:32]=1, predict the reactants needed to synthesize it. The reactants are: C[O:2][C:3](=[O:39])[CH2:4][C:5]1[CH:10]=[CH:9][CH:8]=[C:7]([O:11][CH2:12][CH2:13][CH2:14][N:15]([CH2:25][CH:26]([C:33]2[CH:38]=[CH:37][CH:36]=[CH:35][CH:34]=2)[C:27]2[CH:32]=[CH:31][CH:30]=[CH:29][CH:28]=2)[CH2:16][C:17]2[CH:22]=[CH:21][CH:20]=[C:19]([O:23][CH3:24])[CH:18]=2)[CH:6]=1.[OH-].[Na+].